This data is from Forward reaction prediction with 1.9M reactions from USPTO patents (1976-2016). The task is: Predict the product of the given reaction. (1) Given the reactants Br[C:2]1[CH:8]=[C:7]([Cl:9])[CH:6]=[C:5]([CH3:10])[C:3]=1[NH2:4].[CH3:11][O-:12].[Na+], predict the reaction product. The product is: [Cl:9][C:7]1[CH:6]=[C:5]([CH3:10])[C:3]([NH2:4])=[C:2]([O:12][CH3:11])[CH:8]=1. (2) The product is: [CH3:1][O:2][C:3](=[O:12])[C:4]1[CH:9]=[C:8]([Cl:10])[C:7]([NH:18][C:17]2[CH:19]=[CH:20][C:14]([Cl:13])=[CH:15][CH:16]=2)=[N:6][CH:5]=1. Given the reactants [CH3:1][O:2][C:3](=[O:12])[C:4]1[CH:9]=[C:8]([Cl:10])[C:7](Cl)=[N:6][CH:5]=1.[Cl:13][C:14]1[CH:20]=[CH:19][C:17]([NH2:18])=[CH:16][CH:15]=1.C([O-])([O-])=O.[K+].[K+], predict the reaction product. (3) Given the reactants [Cl:1][C:2]1[CH:25]=[C:24]([Cl:26])[CH:23]=[C:22]([CH3:27])[C:3]=1[O:4][C:5]1[N:9]([CH3:10])[C:8]2[C:11]([CH:17]([CH2:20][CH3:21])[CH2:18][CH3:19])=[CH:12][CH:13]=[C:14]([CH:15]=O)[C:7]=2[N:6]=1.[CH3:28][NH2:29].[C:30](O)(=O)[CH3:31].C(O[BH-](OC(=O)C)OC(=O)C)(=O)C.[Na+], predict the reaction product. The product is: [Cl:1][C:2]1[CH:25]=[C:24]([Cl:26])[CH:23]=[C:22]([CH3:27])[C:3]=1[O:4][C:5]1[N:9]([CH3:10])[C:8]2[C:11]([CH:17]([CH2:20][CH3:21])[CH2:18][CH3:19])=[CH:12][CH:13]=[C:14]([CH2:15][N:29]([CH3:28])[CH2:30][CH3:31])[C:7]=2[N:6]=1. (4) Given the reactants [F:1][C:2]([F:14])([F:13])[C:3]1[CH:4]=[C:5]([NH:9][C:10]([NH2:12])=[O:11])[CH:6]=[CH:7][CH:8]=1.[C:15]([C:17]1[CH:24]=[CH:23][C:20]([CH:21]=O)=[CH:19][CH:18]=1)#[N:16].[CH3:25][CH:26]([CH3:33])[C:27](=[O:32])[CH2:28][C:29](=O)[CH3:30], predict the reaction product. The product is: [C:27]([C:28]1[CH:21]([C:20]2[CH:23]=[CH:24][C:17]([C:15]#[N:16])=[CH:18][CH:19]=2)[NH:12][C:10](=[O:11])[N:9]([C:5]2[CH:6]=[CH:7][CH:8]=[C:3]([C:2]([F:13])([F:14])[F:1])[CH:4]=2)[C:29]=1[CH3:30])(=[O:32])[CH:26]([CH3:33])[CH3:25]. (5) The product is: [C:3]1([CH:9]2[C:14]3[N:15]=[CH:16][NH:17][C:13]=3[CH2:12][CH2:11][N:10]2[C:25]([O:27][CH2:28][CH2:29][O:30][CH3:31])=[O:26])[CH:4]=[CH:5][CH:6]=[CH:7][CH:8]=1. Given the reactants Cl.Cl.[C:3]1([CH:9]2[C:14]3[N:15]=[CH:16][NH:17][C:13]=3[CH2:12][CH2:11][NH:10]2)[CH:8]=[CH:7][CH:6]=[CH:5][CH:4]=1.C([O-])([O-])=O.[K+].[K+].Cl[C:25]([O:27][CH2:28][CH2:29][O:30][CH3:31])=[O:26].Cl, predict the reaction product. (6) Given the reactants Br[C:2]1[CH:7]=[N:6][C:5]2=[C:8]([N:11]3[CH2:16][CH2:15][C:14](=[O:17])[CH2:13][CH2:12]3)[S:9][N:10]=[C:4]2[CH:3]=1.[CH3:18][O:19][C:20]1[CH:21]=[C:22](B(O)O)[CH:23]=[CH:24][C:25]=1[O:26][CH3:27].C([O-])([O-])=O.[K+].[K+], predict the reaction product. The product is: [CH3:18][O:19][C:20]1[CH:21]=[C:22]([C:2]2[CH:7]=[N:6][C:5]3=[C:8]([N:11]4[CH2:16][CH2:15][C:14](=[O:17])[CH2:13][CH2:12]4)[S:9][N:10]=[C:4]3[CH:3]=2)[CH:23]=[CH:24][C:25]=1[O:26][CH3:27]. (7) Given the reactants FC(F)(F)C(O)=O.[CH:8]1([C:13]([N:15]2[CH2:20][CH:19]([C:21]3[CH:26]=[CH:25][C:24]([CH2:27][CH3:28])=[CH:23][CH:22]=3)[CH2:18][CH:17]([NH2:29])[CH2:16]2)=[O:14])[CH2:12][CH2:11][CH2:10][CH2:9]1.[Cl:30][C:31]1[S:35][C:34]([C:36](O)=[O:37])=[CH:33][CH:32]=1, predict the reaction product. The product is: [Cl:30][C:31]1[S:35][C:34]([C:36]([NH:29][CH:17]2[CH2:18][CH:19]([C:21]3[CH:22]=[CH:23][C:24]([CH2:27][CH3:28])=[CH:25][CH:26]=3)[CH2:20][N:15]([C:13]([CH:8]3[CH2:9][CH2:10][CH2:11][CH2:12]3)=[O:14])[CH2:16]2)=[O:37])=[CH:33][CH:32]=1. (8) The product is: [C:1]([O:9][C@@H:10]1[C@H:14]([F:15])[C@@H:13]([CH2:16][OH:17])[O:12][C@@H:11]1[O:25][CH3:26])(=[O:8])[C:2]1[CH:3]=[CH:4][CH:5]=[CH:6][CH:7]=1. Given the reactants [C:1]([O:9][C@@H:10]1[C@H:14]([F:15])[C@@H:13]([CH2:16][O:17]CC2C=CC=CC=2)[O:12][C@@H:11]1[O:25][CH3:26])(=[O:8])[C:2]1[CH:7]=[CH:6][CH:5]=[CH:4][CH:3]=1, predict the reaction product. (9) Given the reactants [Cl:1][C:2]1[NH:10][C:9]2[C:8](=[O:11])[N:7]([CH3:12])[C:6](=[O:13])[N:5]([CH3:14])[C:4]=2[N:3]=1.[CH2:15](Br)[CH:16]=[CH2:17].C(=O)([O-])[O-].[K+].[K+], predict the reaction product. The product is: [CH2:17]([N:10]1[C:9]2[C:8](=[O:11])[N:7]([CH3:12])[C:6](=[O:13])[N:5]([CH3:14])[C:4]=2[N:3]=[C:2]1[Cl:1])[CH:16]=[CH2:15].